This data is from Forward reaction prediction with 1.9M reactions from USPTO patents (1976-2016). The task is: Predict the product of the given reaction. (1) Given the reactants [NH2:1][C:2]1[CH:7]=[CH:6][C:5]([N:8]2[C:14](=[O:15])[CH2:13][C:12](=[O:16])[NH:11][C:10]3[C:17]4[C:22]([CH:23]=[CH:24][C:9]2=3)=[CH:21][CH:20]=[CH:19][CH:18]=4)=[CH:4][CH:3]=1.[CH3:25][C:26]1[C:27]([C:32](Cl)=[O:33])=[N:28][CH:29]=[CH:30][CH:31]=1.NC1C=CC(N2C(=O)CC(=O)NC3C(CC)=CC=CC2=3)=CC=1, predict the reaction product. The product is: [CH3:25][C:26]1[C:27]([C:32]([NH:1][C:2]2[CH:7]=[CH:6][C:5]([N:8]3[C:14](=[O:15])[CH2:13][C:12](=[O:16])[NH:11][C:10]4[C:17]5[C:22]([CH:23]=[CH:24][C:9]3=4)=[CH:21][CH:20]=[CH:19][CH:18]=5)=[CH:4][CH:3]=2)=[O:33])=[N:28][CH:29]=[CH:30][CH:31]=1. (2) Given the reactants [CH:1]1([C:4]2[N:5]=[C:6]([CH3:26])[NH:7][C:8](=[O:25])[C:9]=2[CH2:10][C:11]2[CH:16]=[CH:15][C:14]([C:17]3[C:18]([C:23]#[N:24])=[CH:19][CH:20]=[CH:21][CH:22]=3)=[CH:13][CH:12]=2)[CH2:3][CH2:2]1.[CH3:27][CH:28]1[CH2:32][C:31]2[CH:33]=[C:34](B(O)O)[CH:35]=[CH:36][C:30]=2[O:29]1.C(N(CC)CC)C.N1C=CC=CC=1, predict the reaction product. The product is: [CH:1]1([C:4]2[N:5]=[C:6]([CH3:26])[N:7]([C:34]3[CH:35]=[CH:36][C:30]4[O:29][CH:28]([CH3:27])[CH2:32][C:31]=4[CH:33]=3)[C:8](=[O:25])[C:9]=2[CH2:10][C:11]2[CH:16]=[CH:15][C:14]([C:17]3[C:18]([C:23]#[N:24])=[CH:19][CH:20]=[CH:21][CH:22]=3)=[CH:13][CH:12]=2)[CH2:2][CH2:3]1. (3) Given the reactants Br[C:2]1[C:7](=[O:8])[N:6]([CH2:9][C:10]2[CH:15]=[CH:14][C:13]([C:16]3[C:17]([C:22]#[N:23])=[CH:18][CH:19]=[CH:20][CH:21]=3)=[CH:12][CH:11]=2)[C:5]([CH2:24][CH2:25][CH3:26])=[N:4][C:3]=1[CH2:27][CH3:28].[CH:29]([O:32][C:33]1[CH:38]=[CH:37][C:36](B(O)O)=[CH:35][CH:34]=1)([CH3:31])[CH3:30], predict the reaction product. The product is: [CH2:27]([C:3]1[N:4]=[C:5]([CH2:24][CH2:25][CH3:26])[N:6]([CH2:9][C:10]2[CH:11]=[CH:12][C:13]([C:16]3[C:17]([C:22]#[N:23])=[CH:18][CH:19]=[CH:20][CH:21]=3)=[CH:14][CH:15]=2)[C:7](=[O:8])[C:2]=1[C:36]1[CH:37]=[CH:38][C:33]([O:32][CH:29]([CH3:31])[CH3:30])=[CH:34][CH:35]=1)[CH3:28]. (4) Given the reactants [C:1]([O:8][CH2:9]C)(=[O:7])[CH2:2][CH2:3][C:4]([CH3:6])=[O:5].[CH:11](OC)(OC)[O:12]C.O.[C:19]1(C)C=CC(S(O)(=O)=O)=CC=1, predict the reaction product. The product is: [CH3:9][O:8][C:1](=[O:7])[CH2:2][CH2:3][C:4]([O:5][CH3:19])([O:12][CH3:11])[CH3:6]. (5) Given the reactants C([O:4][C@@H:5]1[C@H:10](CC([O-])=O)[C@H:9]([O:15]C(=O)C)[C@@H:8]([O:19][C:20]2[CH:25]=[CH:24][C:23]([N:26]3[C:34]4[C:29](=[CH:30][C:31]([N+:35]([O-:37])=[O:36])=[CH:32][CH:33]=4)[CH2:28][CH2:27]3)=[CH:22][C:21]=2[Cl:38])[O:7][C@@H:6]1[C@@H:39]([O:41]C(=O)C)[CH3:40])(=O)C.C[O-:46].[Na+], predict the reaction product. The product is: [Cl:38][C:21]1[CH:22]=[C:23]([N:26]2[C:34]3[C:29](=[CH:30][C:31]([N+:35]([O-:37])=[O:36])=[CH:32][CH:33]=3)[CH2:28][CH2:27]2)[CH:24]=[CH:25][C:20]=1[O:19][C@@H:8]1[C@@H:9]([OH:15])[C@@H:10]([OH:46])[C@H:5]([OH:4])[C@@H:6]([C@@H:39]([OH:41])[CH3:40])[O:7]1. (6) Given the reactants [CH:1]1([CH2:6][N:7]2[CH2:11][CH2:10][C@@H:9]([N:12]([C:20]3[CH:25]=[CH:24][C:23](/[CH:26]=[CH:27]/[C:28](=[O:37])[NH:29][O:30]C4CCCCO4)=[CH:22][N:21]=3)C(=O)OC(C)(C)C)[CH2:8]2)[CH2:5][CH2:4][CH2:3][CH2:2]1.CO.[ClH:40], predict the reaction product. The product is: [ClH:40].[ClH:40].[CH:1]1([CH2:6][N:7]2[CH2:11][CH2:10][C@@H:9]([NH:12][C:20]3[N:21]=[CH:22][C:23](/[CH:26]=[CH:27]/[C:28]([NH:29][OH:30])=[O:37])=[CH:24][CH:25]=3)[CH2:8]2)[CH2:2][CH2:3][CH2:4][CH2:5]1. (7) Given the reactants C(O)[C:2](N)([CH2:5][OH:6])[CH2:3][OH:4].Cl.[Na+].[Cl-].CC[CH:14]([CH2:17][O:18][C:19](C(N(CC[NH+](C)C)C)=O)(C1C=CC=CC=1)C1C=CC=CC=1)CC.[Cl-].C(N([CH2:58][C:59]([OH:61])=O)CC(O)=O)CN(CC(O)=O)CC(O)=O.[CH:62]1[CH:67]=[CH:66][C:65]([CH2:68]S(F)(=O)=O)=[CH:64][CH:63]=1.CC(C[C@H](NC(C)=O)C(N[C@H](C(N[C@H](C(O)=O)CCCN=C(N)N)=O)CC(C)C)=[O:79])C, predict the reaction product. The product is: [CH:64]1[C:65]([C:68]2[C:59](=[O:61])[C:58]3[C:17](=[CH:14][C:5]([OH:6])=[CH:2][C:3]=3[OH:4])[O:18][CH:19]=2)=[CH:66][CH:67]=[C:62]([OH:79])[CH:63]=1.